This data is from Experimentally validated miRNA-target interactions with 360,000+ pairs, plus equal number of negative samples. The task is: Binary Classification. Given a miRNA mature sequence and a target amino acid sequence, predict their likelihood of interaction. The miRNA is hsa-miR-20b-5p with sequence CAAAGUGCUCAUAGUGCAGGUAG. The protein sequence of the target gene is MGEHSPDNNIIYFEAEEDELTPDDKMLRFVDKNGLVPSSSGTVYDRTTVLIEQDPGTLEDEDDDGQCGEHLPFLVGGEEGFHLIDHEAMSQGYVQHIISPDQIHLTINPGSTPMPRNIEGATLTLQSECPETKRKEVKRYQCTFEGCPRTYSTAGNLRTHQKTHRGEYTFVCNQEGCGKAFLTSYSLRIHVRVHTKEKPFECDVQGCEKAFNTLYRLKAHQRLHTGKTFNCESEGCSKYFTTLSDLRKHIRTHTGEKPFRCDHDGCGKAFAASHHLKTHVRTHTGERPFFCPSNGCEKTF.... Result: 1 (interaction).